This data is from NCI-60 drug combinations with 297,098 pairs across 59 cell lines. The task is: Regression. Given two drug SMILES strings and cell line genomic features, predict the synergy score measuring deviation from expected non-interaction effect. (1) Drug 1: CC1=C(C(=O)C2=C(C1=O)N3CC4C(C3(C2COC(=O)N)OC)N4)N. Drug 2: CCC1(C2=C(COC1=O)C(=O)N3CC4=CC5=C(C=CC(=C5CN(C)C)O)N=C4C3=C2)O.Cl. Cell line: OVCAR-5. Synergy scores: CSS=-0.796, Synergy_ZIP=-5.06, Synergy_Bliss=-10.1, Synergy_Loewe=-19.6, Synergy_HSA=-12.1. (2) Drug 1: CCN(CC)CCNC(=O)C1=C(NC(=C1C)C=C2C3=C(C=CC(=C3)F)NC2=O)C. Drug 2: C1=CC=C(C(=C1)C(C2=CC=C(C=C2)Cl)C(Cl)Cl)Cl. Cell line: SK-MEL-28. Synergy scores: CSS=6.41, Synergy_ZIP=-0.570, Synergy_Bliss=6.31, Synergy_Loewe=-1.97, Synergy_HSA=2.92.